Task: Predict which catalyst facilitates the given reaction.. Dataset: Catalyst prediction with 721,799 reactions and 888 catalyst types from USPTO (1) Reactant: [Cl:1][C:2]1[N:7]=[C:6](Cl)[CH:5]=[CH:4][N:3]=1.[C:9]([C:11]1[CH:12]=[CH:13][C:14]([F:24])=[C:15]([NH:17][C:18](=[O:23])[C:19]([F:22])([F:21])[F:20])[CH:16]=1)#[CH:10]. Product: [Cl:1][C:2]1[N:7]=[C:6]([C:10]#[C:9][C:11]2[CH:12]=[CH:13][C:14]([F:24])=[C:15]([NH:17][C:18](=[O:23])[C:19]([F:20])([F:21])[F:22])[CH:16]=2)[CH:5]=[CH:4][N:3]=1. The catalyst class is: 540. (2) Reactant: C(=O)([O-])[O-].[Cs+].[Cs+].Br[C:8]1[CH:9]=[C:10]2[CH:16]=[C:15]([C:17]3[CH:22]=[CH:21][C:20]([F:23])=[CH:19][CH:18]=3)[O:14][C:11]2=[N:12][CH:13]=1.B([C:27]1[CH:28]=[C:29]([CH:33]=[CH:34][C:35]=1[Cl:36])[C:30]([OH:32])=[O:31])(O)O. Product: [Cl:36][C:35]1[CH:34]=[CH:33][C:29]([C:30]([OH:32])=[O:31])=[CH:28][C:27]=1[C:8]1[CH:9]=[C:10]2[CH:16]=[C:15]([C:17]3[CH:22]=[CH:21][C:20]([F:23])=[CH:19][CH:18]=3)[O:14][C:11]2=[N:12][CH:13]=1. The catalyst class is: 339. (3) Reactant: C(O[C:6]([N:8]1[CH2:12][CH2:11][CH:10]([C:13]2[CH:14]=[C:15]([CH:19]=[CH:20][CH:21]=2)[C:16]([OH:18])=O)[CH2:9]1)=O)(C)(C)C.C1C=CC2N(O)N=NC=2C=1.CCN=C=NCCCN(C)C.[NH2:43][CH2:44][CH:45]([OH:57])[CH2:46][N:47]1[CH2:56][CH2:55][C:54]2[C:49](=[CH:50][CH:51]=[CH:52][CH:53]=2)[CH2:48]1. Product: [CH2:48]1[C:49]2[C:54](=[CH:53][CH:52]=[CH:51][CH:50]=2)[CH2:55][CH2:56][N:47]1[CH2:46][CH:45]([OH:57])[CH2:44][NH:43][C:16](=[O:18])[C:15]1[CH:19]=[CH:20][CH:21]=[C:13]([CH:10]2[CH2:11][CH2:12][N:8]([CH3:6])[CH2:9]2)[CH:14]=1. The catalyst class is: 18. (4) Reactant: [CH3:1][C:2]([NH:25]C(=O)OC(C)(C)C)([CH3:24])[C:3]([NH:5][C:6]1[CH:7]=[N:8][C:9]([O:12][C:13]2[CH:22]=[CH:21][CH:20]=[C:19]3[C:14]=2[CH:15]([CH3:23])[CH2:16][CH2:17][O:18]3)=[CH:10][CH:11]=1)=[O:4].C(O)(C(F)(F)F)=O. Product: [NH2:25][C:2]([CH3:1])([CH3:24])[C:3]([NH:5][C:6]1[CH:7]=[N:8][C:9]([O:12][C:13]2[CH:22]=[CH:21][CH:20]=[C:19]3[C:14]=2[CH:15]([CH3:23])[CH2:16][CH2:17][O:18]3)=[CH:10][CH:11]=1)=[O:4]. The catalyst class is: 4.